The task is: Predict the reactants needed to synthesize the given product.. This data is from Full USPTO retrosynthesis dataset with 1.9M reactions from patents (1976-2016). (1) The reactants are: [Br:1][C:2]1[CH:11]=[CH:10][C:5]([C:6]([O:8]C)=[O:7])=[CH:4][C:3]=1[O:12][CH2:13][CH3:14].[OH-].[Li+].Cl. Given the product [Br:1][C:2]1[CH:11]=[CH:10][C:5]([C:6]([OH:8])=[O:7])=[CH:4][C:3]=1[O:12][CH2:13][CH3:14], predict the reactants needed to synthesize it. (2) Given the product [ClH:32].[ClH:32].[O:29]1[CH:30]=[N:31][C:27]([C:24]2[CH:25]=[CH:26][C:21]([CH:9]3[CH2:10][NH:11][CH2:12][CH2:13][NH:8]3)=[CH:22][CH:23]=2)=[N:28]1, predict the reactants needed to synthesize it. The reactants are: C(OC([N:8]1[CH2:13][CH2:12][N:11](C(OC(C)(C)C)=O)[CH2:10][CH:9]1[C:21]1[CH:26]=[CH:25][C:24]([C:27]2[N:31]=[CH:30][O:29][N:28]=2)=[CH:23][CH:22]=1)=O)(C)(C)C.[ClH:32]. (3) Given the product [N:1]([CH2:4][C@@H:5]1[O:9][C:8](=[O:10])[N:7]([C:11]2[CH:16]=[CH:15][C:14]([C:17]3[O:18][CH:19]=[C:20]([CH2:22][N:25]4[CH:29]=[CH:28][CH:27]=[N:26]4)[N:21]=3)=[C:13]([F:24])[CH:12]=2)[CH2:6]1)=[N+:2]=[N-:3], predict the reactants needed to synthesize it. The reactants are: [N:1]([CH2:4][C@@H:5]1[O:9][C:8](=[O:10])[N:7]([C:11]2[CH:16]=[CH:15][C:14]([C:17]3[O:18][CH:19]=[C:20]([CH2:22]Cl)[N:21]=3)=[C:13]([F:24])[CH:12]=2)[CH2:6]1)=[N+:2]=[N-:3].[NH:25]1[CH:29]=[CH:28][CH:27]=[N:26]1.C(=O)([O-])[O-].[K+].[K+]. (4) Given the product [F:9][C:10]1[CH:11]=[CH:12][C:13]([C:16]2([CH3:17])[CH:7]([C:3]3[N:2]([CH3:1])[CH:6]=[CH:5][N:4]=3)[C:30](=[O:31])[C:29]3[C:24]([C:23]([O:22][CH2:21][CH3:20])=[O:28])=[CH:25][CH:26]=[CH:27][C:19]=3[NH:18]2)=[CH:14][CH:15]=1, predict the reactants needed to synthesize it. The reactants are: [CH3:1][N:2]1[CH:6]=[CH:5][N:4]=[C:3]1[CH:7]=O.[F:9][C:10]1[CH:15]=[CH:14][C:13](/[C:16](=[N:18]/[C:19]2[CH:27]=[CH:26][CH:25]=[C:24]3[C:20]=2[CH2:21][O:22][C:23]3=[O:28])/[CH3:17])=[CH:12][CH:11]=1.[CH3:29][CH2:30][O-:31].[Na+].C(OCC)(=O)C. (5) Given the product [CH3:13][O:12][C:6]1[CH:5]=[C:4]2[C:9]([N:10]=[CH:11][C:2]([S:36][CH:28]([CH2:29][N:30]3[CH2:31][CH2:32][O:33][CH2:34][CH2:35]3)[CH2:27][N:24]3[CH2:23][CH2:22][CH:21]([NH:20][C:19]([C:46]4[CH:47]=[CH:48][C:42]5[S:41][CH2:40][C:39](=[O:38])[NH:44][C:43]=5[CH:45]=4)=[O:37])[CH2:26][CH2:25]3)=[N:3]2)=[CH:8][CH:7]=1, predict the reactants needed to synthesize it. The reactants are: Cl[C:2]1[CH:11]=[N:10][C:9]2[C:4](=[CH:5][C:6]([O:12][CH3:13])=[CH:7][CH:8]=2)[N:3]=1.C(O[C:19](=[O:37])[NH:20][CH:21]1[CH2:26][CH2:25][N:24]([CH2:27][CH:28]([SH:36])[CH2:29][N:30]2[CH2:35][CH2:34][O:33][CH2:32][CH2:31]2)[CH2:23][CH2:22]1)(C)(C)C.[O:38]=[C:39]1[NH:44][C:43]2[CH:45]=[C:46](C(O)=O)[CH:47]=[CH:48][C:42]=2[S:41][CH2:40]1. (6) Given the product [C:4]([O:3][C:1](=[O:2])[NH:8][C@H:9]([C:14](=[O:16])[NH:54][C:53]1[CH:52]=[CH:51][C:50]([O:49][CH2:42][C:43]2[CH:44]=[CH:45][CH:46]=[CH:47][CH:48]=2)=[CH:56][CH:55]=1)[CH2:10][CH2:11][S:12][CH3:13])([CH3:5])([CH3:6])[CH3:7], predict the reactants needed to synthesize it. The reactants are: [C:1]([NH:8][C@H:9]([C:14]([OH:16])=O)[CH2:10][CH2:11][S:12][CH3:13])([O:3][C:4]([CH3:7])([CH3:6])[CH3:5])=[O:2].N1(OC(N(C)C)=[N+](C)C)C2C=CC=CC=2N=N1.F[P-](F)(F)(F)(F)F.Cl.[CH2:42]([O:49][C:50]1[CH:56]=[CH:55][C:53]([NH2:54])=[CH:52][CH:51]=1)[C:43]1[CH:48]=[CH:47][CH:46]=[CH:45][CH:44]=1.C(N(C(C)C)C(C)C)C.C(O)(=O)CC(CC(O)=O)(C(O)=O)O.